Dataset: Catalyst prediction with 721,799 reactions and 888 catalyst types from USPTO. Task: Predict which catalyst facilitates the given reaction. (1) Reactant: [CH3:1][C:2]1[CH:3]=[C:4]([C:19]2[CH:20]=[CH:21][C:22]([CH:25]=[O:26])=[N:23][CH:24]=2)[CH:5]=[C:6]([NH:8][C:9]2[N:14]=[C:13]([C:15]([F:18])([F:17])[F:16])[CH:12]=[CH:11][N:10]=2)[CH:7]=1.Br[C:28]([F:35])([F:34])[C:29]([O:31][CH2:32][CH3:33])=[O:30]. The catalyst class is: 324. Product: [F:34][C:28]([F:35])([CH:25]([OH:26])[C:22]1[CH:21]=[CH:20][C:19]([C:4]2[CH:5]=[C:6]([NH:8][C:9]3[N:14]=[C:13]([C:15]([F:18])([F:17])[F:16])[CH:12]=[CH:11][N:10]=3)[CH:7]=[C:2]([CH3:1])[CH:3]=2)=[CH:24][N:23]=1)[C:29]([O:31][CH2:32][CH3:33])=[O:30]. (2) Reactant: I[C:2]1[C:10]2[C:9]([O:11][CH2:12][CH:13]([CH3:15])[CH3:14])=[N:8][CH:7]=[N:6][C:5]=2[N:4]([S:16]([C:19]2[CH:25]=[CH:24][C:22]([CH3:23])=[CH:21][CH:20]=2)(=[O:18])=[O:17])[CH:3]=1.C([Sn](CCCC)(CCCC)[C:31]([O:33]CC)=[CH2:32])CCC.Cl. Product: [CH2:12]([O:11][C:9]1[C:10]2[C:2]([C:31](=[O:33])[CH3:32])=[CH:3][N:4]([S:16]([C:19]3[CH:25]=[CH:24][C:22]([CH3:23])=[CH:21][CH:20]=3)(=[O:18])=[O:17])[C:5]=2[N:6]=[CH:7][N:8]=1)[CH:13]([CH3:15])[CH3:14]. The catalyst class is: 248. (3) Reactant: Cl[C:2]1[N:11]=[CH:10][C:9]2[C:4](=[C:5]([C:12]3[CH:13]=[C:14]([NH:18][C:19](=[O:22])[CH:20]=[CH2:21])[CH:15]=[CH:16][CH:17]=3)[CH:6]=[CH:7][CH:8]=2)[N:3]=1.[NH2:23][C:24]1[CH:38]=[CH:37][C:27]([O:28][C@H:29]2[CH2:33][CH2:32][N:31]([C:34](=[O:36])[CH3:35])[CH2:30]2)=[CH:26][CH:25]=1.C(O)(C(F)(F)F)=O. Product: [C:34]([N:31]1[CH2:32][CH2:33][C@H:29]([O:28][C:27]2[CH:37]=[CH:38][C:24]([NH:23][C:2]3[N:11]=[CH:10][C:9]4[C:4](=[C:5]([C:12]5[CH:13]=[C:14]([NH:18][C:19](=[O:22])[CH:20]=[CH2:21])[CH:15]=[CH:16][CH:17]=5)[CH:6]=[CH:7][CH:8]=4)[N:3]=3)=[CH:25][CH:26]=2)[CH2:30]1)(=[O:36])[CH3:35]. The catalyst class is: 114. (4) Reactant: [C:1]([Si:5]([CH3:8])([CH3:7])Cl)([CH3:4])([CH3:3])[CH3:2].[F:9][C:10]1[CH:15]=[CH:14][C:13]([OH:16])=[C:12]([CH3:17])[CH:11]=1.N1C=CN=C1. Product: [C:1]([Si:5]([O:16][C:13]1[CH:14]=[CH:15][C:10]([F:9])=[CH:11][C:12]=1[CH3:17])([CH3:8])[CH3:7])([CH3:4])([CH3:3])[CH3:2]. The catalyst class is: 869.